This data is from Full USPTO retrosynthesis dataset with 1.9M reactions from patents (1976-2016). The task is: Predict the reactants needed to synthesize the given product. Given the product [OH:1][C:2]1[C:3]([C:24]([NH:26][CH2:27][C:28]([OH:30])=[O:29])=[O:25])=[C:4]2[C:9](=[CH:10][C:11]=1[C:12]1[CH:13]=[CH:14][CH:15]=[CH:16][CH:17]=1)[N:8]=[CH:7][C:6]([C:18]1[CH:23]=[CH:22][CH:21]=[CH:20][CH:19]=1)=[N:5]2, predict the reactants needed to synthesize it. The reactants are: [OH:1][C:2]1[C:3]([C:24]([NH:26][CH2:27][C:28]([O:30]CC)=[O:29])=[O:25])=[C:4]2[C:9](=[CH:10][C:11]=1[C:12]1[CH:17]=[CH:16][CH:15]=[CH:14][CH:13]=1)[N:8]=[CH:7][C:6]([C:18]1[CH:23]=[CH:22][CH:21]=[CH:20][CH:19]=1)=[N:5]2.[OH-].[Na+].